Dataset: Reaction yield outcomes from USPTO patents with 853,638 reactions. Task: Predict the reaction yield, written as a fraction of the theoretical maximum amount of product (1.0 means a 100% yield; for example, 0.34 means a 34% yield). (1) The reactants are [CH3:1][O:2][C:3]1[CH:8]=[CH:7][C:6]([C:9]([C:48]2[CH:53]=[CH:52][C:51]([O:54][CH3:55])=[CH:50][CH:49]=2)([C:42]2[CH:47]=[CH:46][CH:45]=[CH:44][CH:43]=2)[NH:10][C:11]2[CH2:12][O:13][CH2:14][C:15]([F:41])([F:40])[C@:16]([C:19]3[CH:24]=[C:23]([N:25]=C(C4C=CC=CC=4)C4C=CC=CC=4)[CH:22]=[CH:21][C:20]=3[F:39])([CH3:18])[N:17]=2)=[CH:5][CH:4]=1.Cl. The catalyst is O1CCOCC1. The product is [NH2:25][C:23]1[CH:22]=[CH:21][C:20]([F:39])=[C:19]([C@:16]2([CH3:18])[C:15]([F:41])([F:40])[CH2:14][O:13][CH2:12][C:11]([NH:10][C:9]([C:48]3[CH:49]=[CH:50][C:51]([O:54][CH3:55])=[CH:52][CH:53]=3)([C:6]3[CH:7]=[CH:8][C:3]([O:2][CH3:1])=[CH:4][CH:5]=3)[C:42]3[CH:43]=[CH:44][CH:45]=[CH:46][CH:47]=3)=[N:17]2)[CH:24]=1. The yield is 0.520. (2) The product is [CH:20]1([CH2:25][C@H:26]([C:30]2[CH:35]=[CH:34][CH:33]=[C:32]([C:36]([F:37])([F:38])[F:39])[CH:31]=2)[C:27]([NH:1][C:2]2[CH:6]=[CH:5][N:4]([CH2:7][C:8]([OH:10])([CH3:11])[CH3:9])[N:3]=2)=[O:28])[CH2:24][CH2:23][CH2:22][CH2:21]1. The reactants are [NH2:1][C:2]1[CH:6]=[CH:5][N:4]([CH2:7][C:8]([CH3:11])([OH:10])[CH3:9])[N:3]=1.N1C(C)=CC=CC=1C.[CH:20]1([CH2:25][C@H:26]([C:30]2[CH:35]=[CH:34][CH:33]=[C:32]([C:36]([F:39])([F:38])[F:37])[CH:31]=2)[C:27](Cl)=[O:28])[CH2:24][CH2:23][CH2:22][CH2:21]1. The yield is 0.810. The catalyst is C(Cl)Cl.